Task: Predict the reactants needed to synthesize the given product.. Dataset: Full USPTO retrosynthesis dataset with 1.9M reactions from patents (1976-2016) (1) Given the product [C:8]1(=[O:9])[NH:7][C:5](=[O:6])[C:4]2=[CH:10][CH:11]=[CH:12][CH:2]=[C:3]12, predict the reactants needed to synthesize it. The reactants are: N[C:2]1[C:12](/C=C/C(OC)=O)=[CH:11][C:10](Br)=[C:4]2[C:5]([NH:7][C:8](=[O:9])[C:3]=12)=[O:6].C(N(CC)CC)C. (2) Given the product [CH2:1]([N:8]1[C:12]([C:13]([NH:31][CH2:25][C@@H:26]2[CH2:27][CH2:28][CH2:29][O:30]2)=[O:14])=[C:11]([C:16]2[CH:17]=[C:18]3[C:22](=[CH:23][CH:24]=2)[NH:21][N:20]=[CH:19]3)[N:10]=[N:9]1)[C:2]1[CH:3]=[CH:4][CH:5]=[CH:6][CH:7]=1, predict the reactants needed to synthesize it. The reactants are: [CH2:1]([N:8]1[C:12]([C:13](O)=[O:14])=[C:11]([C:16]2[CH:17]=[C:18]3[C:22](=[CH:23][CH:24]=2)[NH:21][N:20]=[CH:19]3)[N:10]=[N:9]1)[C:2]1[CH:7]=[CH:6][CH:5]=[CH:4][CH:3]=1.[CH2:25]([NH2:31])[C@H:26]1[O:30][CH2:29][CH2:28][CH2:27]1.CN(C(ON1N=NC2C=CC=NC1=2)=[N+](C)C)C.F[P-](F)(F)(F)(F)F.C(N(C(C)C)CC)(C)C. (3) Given the product [Si:46]([O:45][CH2:44][CH2:43][CH2:42][O:41][C:38]1[CH:39]=[CH:40][C:35]([CH2:34][C:18]2[C:19]([NH:13][CH2:8][CH2:9][CH2:10][CH2:11][CH3:12])=[N:20][C:15]([NH2:14])=[N:16][C:17]=2[CH3:55])=[C:36]([O:53][CH3:54])[CH:37]=1)([C:49]([CH3:52])([CH3:50])[CH3:51])([CH3:48])[CH3:47], predict the reactants needed to synthesize it. The reactants are: FC(F)(F)C(O)=O.[CH2:8]([NH2:13])[CH2:9][CH2:10][CH2:11][CH3:12].[NH2:14][C:15]1[N:20]=[C:19](C2C(C)=C(S([O-])(=O)=O)C(C)=CC=2C)[C:18]([CH2:34][C:35]2[CH:40]=[CH:39][C:38]([O:41][CH2:42][CH2:43][CH2:44][O:45][Si:46]([C:49]([CH3:52])([CH3:51])[CH3:50])([CH3:48])[CH3:47])=[CH:37][C:36]=2[O:53][CH3:54])=[C:17]([CH3:55])[N:16]=1. (4) Given the product [C:31]([N:13]([CH2:12][C:7]1[CH:6]=[C:5]2[C:10]([CH:11]=[C:2]([OH:1])[C:3]([C:23]([OH:25])=[O:24])=[CH:4]2)=[CH:9][CH:8]=1)[C:14]1[CH:19]=[CH:18][C:17]([CH:20]([CH3:22])[CH3:21])=[CH:16][CH:15]=1)(=[O:33])[CH3:32], predict the reactants needed to synthesize it. The reactants are: [OH:1][C:2]1[C:3]([C:23]([OH:25])=[O:24])=[CH:4][C:5]2[C:10]([CH:11]=1)=[CH:9][CH:8]=[C:7]([CH2:12][NH:13][C:14]1[CH:19]=[CH:18][C:17]([CH:20]([CH3:22])[CH3:21])=[CH:16][CH:15]=1)[CH:6]=2.C(=O)([O-])O.[Na+].[C:31](OC(=O)C)(=[O:33])[CH3:32].Cl. (5) Given the product [NH:1]1[C:11](=[O:12])[CH2:9][CH2:3][C@H:2]1[C:5]([OH:7])=[O:6].[NH2:14][C@H:15]([C:22]([OH:24])=[O:23])[CH2:16][CH2:17][C:18](=[O:4])[NH2:19], predict the reactants needed to synthesize it. The reactants are: [NH2:1][C@H:2]([C:5]([OH:7])=[O:6])[CH2:3][OH:4].N[C:9]([C:11](O)=[O:12])=C.[NH2:14][C@H:15]([C:22]([OH:24])=[O:23])[CH2:16][C:17]1N=C[NH:19][CH:18]=1. (6) Given the product [CH2:1]([O:8][C:9]([N:11]1[CH:15]([C:16]([OH:18])=[O:17])[CH2:14][C:13]2([CH2:23][CH2:22][N:21]([C:24]3[CH:29]=[C:28]([O:30][C@H:31]([C:36]4[CH:41]=[CH:40][C:39]([Cl:42])=[CH:38][C:37]=4[N:43]4[CH:47]=[CH:46][C:45]([CH3:48])=[N:44]4)[C:32]([F:35])([F:34])[F:33])[N:27]=[C:26]([O:59][C:53]4[CH:58]=[CH:57][CH:56]=[CH:55][CH:54]=4)[N:25]=3)[CH2:20][CH2:19]2)[CH2:12]1)=[O:10])[C:2]1[CH:7]=[CH:6][CH:5]=[CH:4][CH:3]=1, predict the reactants needed to synthesize it. The reactants are: [CH2:1]([O:8][C:9]([N:11]1[CH:15]([C:16]([OH:18])=[O:17])[CH2:14][C:13]2([CH2:23][CH2:22][N:21]([C:24]3[CH:29]=[C:28]([O:30][C@H:31]([C:36]4[CH:41]=[CH:40][C:39]([Cl:42])=[CH:38][C:37]=4[N:43]4[CH:47]=[CH:46][C:45]([CH3:48])=[N:44]4)[C:32]([F:35])([F:34])[F:33])[N:27]=[C:26](S(C)(=O)=O)[N:25]=3)[CH2:20][CH2:19]2)[CH2:12]1)=[O:10])[C:2]1[CH:7]=[CH:6][CH:5]=[CH:4][CH:3]=1.[C:53]1([OH:59])[CH:58]=[CH:57][CH:56]=[CH:55][CH:54]=1.C([O-])([O-])=O.[Cs+].[Cs+].Cl. (7) Given the product [F:31][C:32]1[CH:37]=[CH:36][CH:35]=[C:34]([C:38]([F:40])([F:39])[F:41])[C:33]=1[NH:42][C:43](=[O:66])[NH:44][C:45]1[CH:46]=[CH:47][C:48]([C:51]2[S:55][C:54]([CH:56]3[CH2:57][CH2:58][CH:59]([C:62]([OH:64])=[O:63])[CH2:60][CH2:61]3)=[N:53][CH:52]=2)=[CH:49][CH:50]=1, predict the reactants needed to synthesize it. The reactants are: FC(F)(F)C1C=C(NC(=O)NC2C=CC(C3SC(CCC(O)=O)=NC=3)=CC=2)C=CC=1.[F:31][C:32]1[CH:37]=[CH:36][CH:35]=[C:34]([C:38]([F:41])([F:40])[F:39])[C:33]=1[NH:42][C:43](=[O:66])[NH:44][C:45]1[CH:50]=[CH:49][C:48]([C:51]2[S:55][C:54]([CH:56]3[CH2:61][CH2:60][CH:59]([C:62]([O:64]C)=[O:63])[CH2:58][CH2:57]3)=[N:53][CH:52]=2)=[CH:47][CH:46]=1.